The task is: Predict the reaction yield, written as a fraction of the theoretical maximum amount of product (1.0 means a 100% yield; for example, 0.34 means a 34% yield).. This data is from Reaction yield outcomes from USPTO patents with 853,638 reactions. The reactants are [O:1]1[C:10]2[C:5](=[N:6][CH:7]=[CH:8][CH:9]=2)[C:4](=O)[CH2:3][CH2:2]1.[C:12]([O:16][C:17](=[O:24])[NH:18][CH2:19][CH2:20][CH2:21][CH2:22][NH2:23])([CH3:15])([CH3:14])[CH3:13].[BH-](OC(C)=O)(OC(C)=O)OC(C)=O.[Na+]. No catalyst specified. The product is [C:12]([O:16][C:17](=[O:24])[NH:18][CH2:19][CH2:20][CH2:21][CH2:22][NH:23][CH:4]1[C:5]2=[N:6][CH:7]=[CH:8][CH:9]=[C:10]2[O:1][CH2:2][CH2:3]1)([CH3:15])([CH3:13])[CH3:14]. The yield is 0.720.